Task: Predict the product of the given reaction.. Dataset: Forward reaction prediction with 1.9M reactions from USPTO patents (1976-2016) (1) Given the reactants O[C:2]1[CH:7]=[C:6]([C:8]2[CH:13]=[CH:12][CH:11]=[CH:10][C:9]=2[O:14][CH3:15])[N:5]=C(C(O)=O)[CH:3]=1.CN(C=O)C.S(Cl)([Cl:26])=O.CO.[C:30]([O:33][CH2:34]C)(=[O:32])[CH3:31], predict the reaction product. The product is: [Cl:26][C:2]1[CH:7]=[C:6]([C:8]2[CH:13]=[CH:12][CH:11]=[CH:10][C:9]=2[O:14][CH3:15])[N:5]=[C:31]([C:30]([O:33][CH3:34])=[O:32])[CH:3]=1. (2) Given the reactants [CH2:1]([N:8]1[C:17]2[CH2:16][CH2:15][C:14]3([O:21][CH2:20][CH2:19][O:18]3)[CH2:13][C:12]=2[CH2:11][CH:10]([C:22]([O:24]CC)=[O:23])[CH2:9]1)[C:2]1[CH:7]=[CH:6][CH:5]=[CH:4][CH:3]=1.[OH-].[Na+].Cl, predict the reaction product. The product is: [CH2:1]([N:8]1[C:17]2[CH2:16][CH2:15][C:14]3([O:18][CH2:19][CH2:20][O:21]3)[CH2:13][C:12]=2[CH2:11][CH:10]([C:22]([OH:24])=[O:23])[CH2:9]1)[C:2]1[CH:3]=[CH:4][CH:5]=[CH:6][CH:7]=1. (3) Given the reactants [Cl:1][C:2]1[N:7]=[N:6][C:5]([O:8][C:9]2[CH:14]=[CH:13][CH:12]=[CH:11][C:10]=2[CH3:15])=[C:4]([OH:16])[CH:3]=1.ClC1C=CC=C(C(OO)=[O:25])C=1.S([O-])([O-])=O.[Na+].[Na+], predict the reaction product. The product is: [Cl:1][C:2]1[N+:7]([O-:25])=[N:6][C:5]([O:8][C:9]2[CH:14]=[CH:13][CH:12]=[CH:11][C:10]=2[CH3:15])=[C:4]([OH:16])[CH:3]=1. (4) Given the reactants [O:1]1[C:5]2[CH:6]=[CH:7][C:8]([OH:10])=[CH:9][C:4]=2[CH:3]=[CH:2]1.S(Cl)([Cl:13])=O.CCOCC, predict the reaction product. The product is: [Cl:13][C:9]1[C:4]2[CH:3]=[CH:2][O:1][C:5]=2[CH:6]=[CH:7][C:8]=1[OH:10]. (5) Given the reactants C[O:2][C:3](=[O:36])[CH2:4][O:5][C:6]1[CH:14]=[CH:13][C:12]([S:15][CH2:16][C:17]2[CH:22]=[CH:21][C:20]([O:23][CH2:24][C:25]3[CH:30]=[CH:29][C:28]([F:31])=[CH:27][C:26]=3[C:32]([F:35])([F:34])[F:33])=[CH:19][CH:18]=2)=[C:11]2[C:7]=1[CH2:8][CH2:9][CH2:10]2.[K+].[Br-], predict the reaction product. The product is: [F:31][C:28]1[CH:29]=[CH:30][C:25]([CH2:24][O:23][C:20]2[CH:21]=[CH:22][C:17]([CH2:16][S:15][C:12]3[CH:13]=[CH:14][C:6]([O:5][CH2:4][C:3]([OH:36])=[O:2])=[C:7]4[C:11]=3[CH2:10][CH2:9][CH2:8]4)=[CH:18][CH:19]=2)=[C:26]([C:32]([F:35])([F:33])[F:34])[CH:27]=1. (6) Given the reactants [CH:1]1([CH:7]([C:9]2[C:10]([F:15])=[N:11][CH:12]=[CH:13][CH:14]=2)[OH:8])[CH2:6][CH2:5][CH2:4][CH2:3][CH2:2]1.C1C=C[NH+]=CC=1.[O-][Cr](Cl)(=O)=O, predict the reaction product. The product is: [CH:1]1([C:7]([C:9]2[C:10]([F:15])=[N:11][CH:12]=[CH:13][CH:14]=2)=[O:8])[CH2:2][CH2:3][CH2:4][CH2:5][CH2:6]1.